This data is from Forward reaction prediction with 1.9M reactions from USPTO patents (1976-2016). The task is: Predict the product of the given reaction. Given the reactants [N:1]1[CH:6]=[C:5]([C:7]2[CH:8]=[C:9]([CH:11]=[CH:12][CH:13]=2)[NH2:10])[CH:4]=[N:3][CH:2]=1.N1C=CC=CC=1.[C:20]1([C:33](Cl)=[O:34])[C:32]2[CH2:31][C:30]3[C:25](=[CH:26][CH:27]=[CH:28][CH:29]=3)[C:24]=2[CH:23]=[CH:22][CH:21]=1, predict the reaction product. The product is: [N:1]1[CH:6]=[C:5]([C:7]2[CH:8]=[C:9]([NH:10][C:33]([C:20]3[C:32]4[CH2:31][C:30]5[C:25](=[CH:26][CH:27]=[CH:28][CH:29]=5)[C:24]=4[CH:23]=[CH:22][CH:21]=3)=[O:34])[CH:11]=[CH:12][CH:13]=2)[CH:4]=[N:3][CH:2]=1.